Task: Predict the reaction yield, written as a fraction of the theoretical maximum amount of product (1.0 means a 100% yield; for example, 0.34 means a 34% yield).. Dataset: Reaction yield outcomes from USPTO patents with 853,638 reactions (1) The reactants are C([N:8]1[CH2:12][CH2:11][C:10](=[O:13])[CH2:9]1)C1C=CC=CC=1.[C:22](O[C:22]([O:24][C:25]([CH3:28])([CH3:27])[CH3:26])=[O:23])([O:24][C:25]([CH3:28])([CH3:27])[CH3:26])=[O:23]. The catalyst is CO.[Pd]. The product is [C:25]([O:24][C:22]([N:8]1[CH2:12][CH2:11][C:10](=[O:13])[CH2:9]1)=[O:23])([CH3:26])([CH3:27])[CH3:28]. The yield is 0.590. (2) The reactants are [BH3-]C#N.[Na+].Cl.[NH2:6][C:7]1[NH:11][CH:10]=[N:9][C:8]=1[C:12]([NH2:14])=[O:13].C(O)(=O)C.[CH2:19]([O:21][C:22]([CH3:26])([CH3:25])[CH:23]=O)[CH3:20]. The catalyst is CO. The product is [CH2:19]([O:21][C:22]([CH3:26])([CH3:25])[CH2:23][NH:6][C:7]1[N:11]=[CH:10][NH:9][C:8]=1[C:12]([NH2:14])=[O:13])[CH3:20]. The yield is 0.900. (3) The reactants are FC(F)(F)C1C=C(C=C(C(F)(F)F)C=1)CN[CH2:8][C:9]1[C:10]([N:20]([CH2:23][CH:24]2[CH2:27][CH2:26][CH2:25]2)[CH2:21][CH3:22])=[N:11][C:12]2[C:17]([CH:18]=1)=[CH:16][CH:15]=[CH:14][C:13]=2[CH3:19].BrC1C=NC(Cl)=NC=1.[F-].[K+].[OH2:47]. The catalyst is CN(C)C=O.CCOC(C)=O. The product is [CH:24]1([CH2:23][N:20]([CH2:21][CH3:22])[C:10]2[C:9]([CH:8]=[O:47])=[CH:18][C:17]3[C:12](=[C:13]([CH3:19])[CH:14]=[CH:15][CH:16]=3)[N:11]=2)[CH2:27][CH2:26][CH2:25]1. The yield is 0.470. (4) The reactants are [Br:1][C:2]1[CH:7]=[CH:6][C:5]([NH:8][C:9]2[C:10]([CH:25]=[O:26])=[CH:11][C:12]3[N:16]([CH2:17][CH2:18][S:19]([CH3:22])(=[O:21])=[O:20])[CH:15]=[N:14][C:13]=3[C:23]=2[F:24])=[C:4]([Cl:27])[CH:3]=1.C([O-])([O-])=O.[K+].[K+].S([CH2:44][N+:45]#[C-:46])(C1C=CC(C)=CC=1)(=O)=O. The catalyst is CO. The product is [Br:1][C:2]1[CH:7]=[CH:6][C:5]([NH:8][C:9]2[C:10]([C:25]3[O:26][CH:46]=[N:45][CH:44]=3)=[CH:11][C:12]3[NH:16][CH:15]=[N:14][C:13]=3[C:23]=2[F:24])=[C:4]([Cl:27])[CH:3]=1.[Br:1][C:2]1[CH:7]=[CH:6][C:5]([NH:8][C:9]2[C:10]([C:25]3[O:26][CH:46]=[N:45][CH:44]=3)=[CH:11][C:12]3[N:16]([CH2:17][CH2:18][S:19]([CH3:22])(=[O:21])=[O:20])[CH:15]=[N:14][C:13]=3[C:23]=2[F:24])=[C:4]([Cl:27])[CH:3]=1. The yield is 0.180. (5) The reactants are [F:1][C:2]1[CH:11]=[C:10]2[C:5]([C:6](O)=[N:7][CH:8]=[N:9]2)=[CH:4][C:3]=1[N+:13]([O-:15])=[O:14].O=S(Cl)[Cl:18]. The catalyst is CN(C=O)C. The product is [Cl:18][C:6]1[C:5]2[C:10](=[CH:11][C:2]([F:1])=[C:3]([N+:13]([O-:15])=[O:14])[CH:4]=2)[N:9]=[CH:8][N:7]=1. The yield is 0.944. (6) The yield is 0.480. The product is [Cl:15][C:16]1[CH:17]=[C:18]([NH:19][C:2]2[N:10]=[C:9]([F:11])[N:8]=[C:7]3[C:3]=2[N:4]=[CH:5][N:6]3[CH:12]([CH3:14])[CH3:13])[CH:20]=[CH:21][CH:22]=1. The catalyst is CCCCO. The reactants are Cl[C:2]1[N:10]=[C:9]([F:11])[N:8]=[C:7]2[C:3]=1[N:4]=[CH:5][N:6]2[CH:12]([CH3:14])[CH3:13].[Cl:15][C:16]1[CH:17]=[C:18]([CH:20]=[CH:21][CH:22]=1)[NH2:19].CCN(C(C)C)C(C)C. (7) The reactants are F[C:2]1[C:7](F)=[C:6](I)C=C[C:3]=1[C:10]1C=[CH:14][C:13](C2C=CC(CCC)=CC=2)=[CH:12][C:11]=1F.OCC(C)(CO)C.CC(C)=O. The catalyst is CC(O)C.CC([O-])=O.CC([O-])=O.[Pd+2]. The product is [CH3:6][CH2:7][CH2:2][CH2:3][CH2:10][CH2:11][CH2:12][CH2:13][CH3:14]. The yield is 0.680. (8) The reactants are [NH2:1][C@@H:2]([CH2:33][C:34]1[CH:39]=[CH:38][CH:37]=[CH:36][CH:35]=1)[C@@H:3]([OH:32])[CH2:4][C@H:5]([NH:19][C:20]([C@@H:22]([NH:27][C:28](=[O:31])[O:29][CH3:30])[C:23]([CH3:26])([CH3:25])[CH3:24])=[O:21])[CH2:6][C:7]1[CH:12]=[CH:11][C:10]([C:13]2[CH:18]=[CH:17][CH:16]=[CH:15][N:14]=2)=[CH:9][CH:8]=1.[CH2:40]([N:47]([CH3:59])[C:48]([NH:50][C@@H:51]([C:55]([CH3:58])([CH3:57])[CH3:56])[C:52](O)=[O:53])=[O:49])[C:41]1[CH:46]=[CH:45][CH:44]=[CH:43][CH:42]=1.CCOP(ON1N=NC2C=CC=CC=2C1=O)(OCC)=O.C(N(CC)C(C)C)(C)C. The catalyst is C1COCC1. The product is [CH3:30][O:29][C:28](=[O:31])[NH:27][C@@H:22]([C:23]([CH3:26])([CH3:25])[CH3:24])[C:20](=[O:21])[NH:19][C@H:5]([CH2:6][C:7]1[CH:12]=[CH:11][C:10]([C:13]2[CH:18]=[CH:17][CH:16]=[CH:15][N:14]=2)=[CH:9][CH:8]=1)[CH2:4][C@H:3]([OH:32])[C@H:2]([CH2:33][C:34]1[CH:35]=[CH:36][CH:37]=[CH:38][CH:39]=1)[NH:1][C:52](=[O:53])[C@H:51]([C:55]([CH3:57])([CH3:56])[CH3:58])[NH:50][C:48](=[O:49])[N:47]([CH3:59])[CH2:40][C:41]1[CH:46]=[CH:45][CH:44]=[CH:43][CH:42]=1. The yield is 0.740. (9) The reactants are [K+].[N:2]1([CH2:8][CH2:9][C:10]([O-:12])=O)[CH2:7][CH2:6][O:5][CH2:4][CH2:3]1.C(OC(=O)CCN1CCOCC1)C.FC(F)(F)C(O)=O.[C:33]1([C:39]2[CH:44]=[C:43]([CH:45]3[CH2:50][CH2:49][NH:48][CH2:47][CH2:46]3)[CH:42]=[CH:41][C:40]=2[NH:51][C:52]([C:54]2[NH:55][CH:56]=[C:57]([C:59]#[N:60])[N:58]=2)=[O:53])[CH2:38][CH2:37][CH2:36][CH2:35][CH:34]=1.CCN=C=NCCCN(C)C.C1C=CC2N(O)N=NC=2C=1.CCN(C(C)C)C(C)C. The catalyst is O.CN(C=O)C. The product is [C:33]1([C:39]2[CH:44]=[C:43]([CH:45]3[CH2:46][CH2:47][N:48]([C:10](=[O:12])[CH2:9][CH2:8][N:2]4[CH2:3][CH2:4][O:5][CH2:6][CH2:7]4)[CH2:49][CH2:50]3)[CH:42]=[CH:41][C:40]=2[NH:51][C:52]([C:54]2[NH:55][CH:56]=[C:57]([C:59]#[N:60])[N:58]=2)=[O:53])[CH2:38][CH2:37][CH2:36][CH2:35][CH:34]=1. The yield is 0.0600. (10) The yield is 0.990. The catalyst is C(Cl)Cl.O.S(S([O-])(=O)=O)([O-])(=O)=O.[Na+].[Na+]. The product is [Br:16][C:13]([C:10]1[CH:9]=[CH:8][C:7]([C:5](=[O:6])[CH2:4][CH2:3][CH2:2][Cl:1])=[CH:12][CH:11]=1)([CH3:15])[CH3:14]. The reactants are [Cl:1][CH2:2][CH2:3][CH2:4][C:5]([C:7]1[CH:12]=[CH:11][C:10]([CH:13]([CH3:15])[CH3:14])=[CH:9][CH:8]=1)=[O:6].[Br:16]([O-])(=O)=O.[Na+].[Br-].[Na+].